Dataset: Reaction yield outcomes from USPTO patents with 853,638 reactions. Task: Predict the reaction yield, written as a fraction of the theoretical maximum amount of product (1.0 means a 100% yield; for example, 0.34 means a 34% yield). (1) The reactants are [N:1]1[CH:6]=[CH:5][C:4]([CH2:7][CH2:8][CH2:9]O)=[CH:3][CH:2]=1.C1(P(C2C=CC=CC=2)C2C=CC=CC=2)C=CC=CC=1.[Cl:30]N1C(=O)CCC1=O. The catalyst is ClCCl. The product is [Cl:30][CH2:9][CH2:8][CH2:7][C:4]1[CH:5]=[CH:6][N:1]=[CH:2][CH:3]=1. The yield is 0.788. (2) The reactants are CS(C1[CH:10]=[CH:9][C:8]([C:11]2[CH:16]=[CH:15][C:14]([C:17](=[C:25]3[CH2:30][C:29]([CH3:32])([CH3:31])[CH2:28][C:27]([CH3:34])([CH3:33])[CH2:26]3)[C:18]3[CH:23]=[CH:22][C:21]([OH:24])=[CH:20][CH:19]=3)=[CH:13][CH:12]=2)=[CH:7]C=1)(=O)=O.BrC1C=CC(C(=C2CC(C)(C)CC(C)(C)C2)C2C=CC([OH:49])=CC=2)=CC=1.O1C=CC(B(O)O)=C1.C([O-])([O-])=O.[Na+].[Na+]. The catalyst is CCOCC.Cl[Pd](Cl)([P](C1C=CC=CC=1)(C1C=CC=CC=1)C1C=CC=CC=1)[P](C1C=CC=CC=1)(C1C=CC=CC=1)C1C=CC=CC=1.O.C1COCC1. The product is [O:49]1[CH:10]=[CH:9][C:8]([C:11]2[CH:16]=[CH:15][C:14]([C:17](=[C:25]3[CH2:30][C:29]([CH3:32])([CH3:31])[CH2:28][C:27]([CH3:33])([CH3:34])[CH2:26]3)[C:18]3[CH:23]=[CH:22][C:21]([OH:24])=[CH:20][CH:19]=3)=[CH:13][CH:12]=2)=[CH:7]1. The yield is 0.690. (3) The reactants are [NH2:1][C:2]1[CH:3]=[C:4]([CH:7]=[CH:8][C:9]=1Cl)[C:5]#[N:6].[Na][S:12][C:13]1[CH:18]=[CH:17][CH:16]=[CH:15][CH:14]=1.[Cl-].[NH4+].C(OCC)(=O)C. The product is [NH2:1][C:2]1[CH:3]=[C:4]([CH:7]=[CH:8][C:9]=1[S:12][C:13]1[CH:18]=[CH:17][CH:16]=[CH:15][CH:14]=1)[C:5]#[N:6]. The catalyst is CN(C=O)C. The yield is 0.760.